From a dataset of B-cell epitopes from IEDB database with 3,159 antigens for binding position prediction. Token-level Classification. Given an antigen amino acid sequence, predict which amino acid positions are active epitope sites capable of antibody binding. Output is a list of indices for active positions. (1) Given the antigen sequence: MARRLPKPTLQGRLEADFPDSPLLPKFQELNQNNLPNDVFREAQRSYLVFLTSQFCYEEYVQRTFGVPRRQRAIDKRQRASVAGAGAHAHLGGSSATPVQQAQAAASAGTGALASSAPSTAVAQSATPSVSSSISSLRAATSGATAAASAAAAVDTGSGGGGQPHDTAPRGARKKQ, which amino acid positions are active epitope sites? The epitope positions are: [35, 36, 37, 38, 39, 40, 41, 42, 43, 44, 45, 46]. The amino acids at these positions are: PNDVFREAQRSY. (2) Given the antigen sequence: MDGEGFGELLQQAEQLAAETEGVTELPHVERNLQEIQQAGERLRSKTMTRTSQESANVKASVLLGSRGLDISHISQRLESLSAATTFEPLEPVKDTDIQGFLKNEKDNALLSAIEESRKRTFVMAEEYHRESMLVEWEQVKQRVLHTLLASGEDALDFTQESETSYISESGAPGRSSLDNVEMAYARQIYMYNEKVVSGHLQPSLVELCTEAAERLDDKNVSDLWVMVKQMTDVPLIPASDSLKSRCSVQMQMAFLRQALHFLEQSYKNYTLMSVFANLQQAQLGGVPGTYNLVRSFLNIRLPAPIPGLQDGEVEGYPVWALIYYCMRCGDLMAAQQVVNRAQHQLGDFKNCFQEYVHSKDRRLSPTTENKLRLHYRRAVRASTDPYKRVVYCIIGRCDVTDNHSEVADKTEDYLWLKLSQVCFEDEANSSPQDRLTLPQFQKQLFEDYGESHFAVNQQPYLYFQVLFLTAQFEAAIAFLFRLERTRCHAVHVALALFEL..., which amino acid positions are active epitope sites? The epitope positions are: [604, 605, 606, 607, 608, 609, 610, 611, 612, 613, 614, 615, 616, 617, 618, 619]. The amino acids at these positions are: DTKTIINKVASVAENK. (3) Given the antigen sequence: EPSLMIDGILWEGFGGDPCDPCTTWCDAISMRMGYYGDFVFDRVLKTDVNKEFQMGAAPTTKDVVGLENDPTTNVARPNPAYGKHMQDAEMFTNAAYMALNIWDRFDVFCTLGATTGYLKGNSASFNLVGLFGTKTQSSNFNTAKLIPNAALNQAVVELYTDTTFAWSVGARAALWECGCATLGASFQYAQSKPKVEELNVLCNASEFTINKPKGYVGAEFPLDITAGTEAATGTKDASIDYHEWQASLALSYRLNMFTPYIGVKWSRVSFDADTIRIAQPKLAEAILDVTTLNPTIAGKGTVVASGSDNDLADTMQIVSLQLNKMKSRKSCGIAVGTTIVDADKYAVTVETRLIDERAAHVNAQFR, which amino acid positions are active epitope sites? The epitope positions are: [351, 352, 353, 354, 355, 356, 357, 358, 359, 360]. The amino acids at these positions are: TRLIDERAAH.